Task: Predict the reactants needed to synthesize the given product.. Dataset: Full USPTO retrosynthesis dataset with 1.9M reactions from patents (1976-2016) (1) Given the product [Br:10][C:7]1[CH:8]=[CH:9][C:4]([C:3]([NH:12][NH2:13])=[O:2])=[CH:5][CH:6]=1, predict the reactants needed to synthesize it. The reactants are: C[O:2][C:3](=O)[C:4]1[CH:9]=[CH:8][C:7]([Br:10])=[CH:6][CH:5]=1.[NH2:12][NH2:13]. (2) Given the product [Br:19][CH2:11][C:10]([C:3]1[CH:4]=[C:5]([F:9])[C:6]([F:8])=[CH:7][C:2]=1[F:1])=[O:18], predict the reactants needed to synthesize it. The reactants are: [F:1][C:2]1[CH:7]=[C:6]([F:8])[C:5]([F:9])=[CH:4][C:3]=1[C:10](=[O:18])[CH2:11]C1C=CC=CC=1.[Br:19]Br. (3) Given the product [F:25][C:19]1[CH:20]=[C:21]([I:24])[CH:22]=[CH:23][C:18]=1[NH:17][C:11]1[N:12]([CH3:16])[C:13](=[O:15])[CH:14]=[C:9]([O:8][C:5]2[CH:6]=[N:7][C:2]([CH3:1])=[CH:3][CH:4]=2)[C:10]=1[C:26]([NH2:28])=[O:27].[O:15]=[C:13]1[NH:12][CH:11]=[C:10]([C:26]([NH2:28])=[O:27])[CH:9]=[CH:14]1, predict the reactants needed to synthesize it. The reactants are: [CH3:1][C:2]1[N:7]=[CH:6][C:5]([O:8][C:9]2[C:10]([C:26]([NH:28]CC3C=CC(OC)=CC=3)=[O:27])=[C:11]([NH:17][C:18]3[CH:23]=[CH:22][C:21]([I:24])=[CH:20][C:19]=3[F:25])[N:12]([CH3:16])[C:13](=[O:15])[CH:14]=2)=[CH:4][CH:3]=1.[Cl-].[Al+3].[Cl-].[Cl-].C(OCC)(=O)C.O. (4) Given the product [CH2:33]([N:21]1[CH:22]=[C:23]([C:25]2[CH:30]=[CH:29][C:28]([Cl:31])=[CH:27][C:26]=2[Cl:32])[N:24]=[C:20]1[C@@H:19]([NH:37][C:43](=[O:45])[C:42]1[CH:46]=[C:47]([F:49])[CH:48]=[C:40]([F:39])[CH:41]=1)[CH2:18][C:15]1[CH:16]=[CH:17][C:12]([O:11][C:8]2[CH:9]=[CH:10][C:5]([C:4]([OH:38])=[O:3])=[CH:6][CH:7]=2)=[CH:13][CH:14]=1)[CH2:34][CH2:35][CH3:36], predict the reactants needed to synthesize it. The reactants are: Cl.C[O:3][C:4](=[O:38])[C:5]1[CH:10]=[CH:9][C:8]([O:11][C:12]2[CH:17]=[CH:16][C:15]([CH2:18][C@H:19]([NH2:37])[C:20]3[N:21]([CH2:33][CH2:34][CH2:35][CH3:36])[CH:22]=[C:23]([C:25]4[CH:30]=[CH:29][C:28]([Cl:31])=[CH:27][C:26]=4[Cl:32])[N:24]=3)=[CH:14][CH:13]=2)=[CH:7][CH:6]=1.[F:39][C:40]1[CH:41]=[C:42]([CH:46]=[C:47]([F:49])[CH:48]=1)[C:43]([OH:45])=O. (5) Given the product [Si:11]([O:18][C@H:19]1[CH2:23][N:22]([CH3:24])[C@H:21]([CH:25]=[O:26])[CH2:20]1)([C:14]([CH3:17])([CH3:16])[CH3:15])([CH3:13])[CH3:12], predict the reactants needed to synthesize it. The reactants are: CS(C)=O.C(Cl)(=O)C(Cl)=O.[Si:11]([O:18][C@H:19]1[CH2:23][N:22]([CH3:24])[C@H:21]([CH2:25][OH:26])[CH2:20]1)([C:14]([CH3:17])([CH3:16])[CH3:15])([CH3:13])[CH3:12].C(N(CC)CC)C. (6) Given the product [CH2:15]([N:22]1[CH2:26][C@@H:25]2[C@@H:27]([NH:30][C:31](=[O:32])[N:8]([CH:5]([CH3:7])[CH3:6])[C:9]3[CH:14]=[CH:13][CH:12]=[CH:11][CH:10]=3)[CH2:28][CH2:29][C@@H:24]2[CH2:23]1)[C:16]1[CH:17]=[CH:18][CH:19]=[CH:20][CH:21]=1, predict the reactants needed to synthesize it. The reactants are: C[Al](C)C.[CH:5]([NH:8][C:9]1[CH:14]=[CH:13][CH:12]=[CH:11][CH:10]=1)([CH3:7])[CH3:6].[CH2:15]([N:22]1[CH2:26][C@@H:25]2[C@@H:27]([NH:30][C:31](=O)[O:32]C(C)(C)C)[CH2:28][CH2:29][C@@H:24]2[CH2:23]1)[C:16]1[CH:21]=[CH:20][CH:19]=[CH:18][CH:17]=1. (7) The reactants are: [F:1][C:2]1[CH:3]=[C:4]([N:14]2[CH:23]=[CH:22][C:21]3[N:20]=[C:19]([O:24][CH2:25][C:26]([O:28][CH3:29])=[O:27])[CH:18]=[CH:17][C:16]=3[C:15]2=[O:30])[CH:5]=[CH:6][C:7]=1[N:8]1[CH2:13][CH2:12][NH:11][CH2:10][CH2:9]1.CC1C=CC(S(O[CH2:42][CH2:43][CH2:44][C:45]2[C:53]3[C:48](=[CH:49][CH:50]=[C:51]([C:54]#[N:55])[CH:52]=3)[NH:47][CH:46]=2)(=O)=O)=CC=1.C(=O)([O-])[O-].[K+].[K+].[I-].[K+]. Given the product [C:54]([C:51]1[CH:52]=[C:53]2[C:48](=[CH:49][CH:50]=1)[NH:47][CH:46]=[C:45]2[CH2:44][CH2:43][CH2:42][N:11]1[CH2:10][CH2:9][N:8]([C:7]2[CH:6]=[CH:5][C:4]([N:14]3[CH:23]=[CH:22][C:21]4[N:20]=[C:19]([O:24][CH2:25][C:26]([O:28][CH3:29])=[O:27])[CH:18]=[CH:17][C:16]=4[C:15]3=[O:30])=[CH:3][C:2]=2[F:1])[CH2:13][CH2:12]1)#[N:55], predict the reactants needed to synthesize it.